From a dataset of Full USPTO retrosynthesis dataset with 1.9M reactions from patents (1976-2016). Predict the reactants needed to synthesize the given product. Given the product [Si:13]([O:20][N:21]=[C:8]1[C:9]2[C:5](=[CH:4][C:3]([N+:1]#[C-:2])=[CH:11][CH:10]=2)[CH2:6][CH2:7]1)([C:16]([CH3:19])([CH3:18])[CH3:17])([CH3:15])[CH3:14], predict the reactants needed to synthesize it. The reactants are: [N+:1]([C:3]1[CH:4]=[C:5]2[C:9](=[CH:10][CH:11]=1)[C:8](=O)[CH2:7][CH2:6]2)#[C-:2].[Si:13]([O:20][NH2:21])([C:16]([CH3:19])([CH3:18])[CH3:17])([CH3:15])[CH3:14].S(O)(C1C=CC(C)=CC=1)(=O)=O.O.